From a dataset of Forward reaction prediction with 1.9M reactions from USPTO patents (1976-2016). Predict the product of the given reaction. (1) Given the reactants Br[CH2:2][C:3]([N:5]1[CH2:11][CH2:10][C:9]2[CH:12]=[C:13]([CH3:33])[C:14]([C:16]3[N:20]=[C:19]([C:21]4[CH:22]=[CH:23][C:24]([O:29][CH:30]([CH3:32])[CH3:31])=[C:25]([CH:28]=4)[C:26]#[N:27])[O:18][N:17]=3)=[CH:15][C:8]=2[CH2:7][CH2:6]1)=[O:4].[NH2:34][CH2:35][CH:36]([OH:39])[CH2:37][OH:38].C(=O)([O-])[O-].[K+].[K+], predict the reaction product. The product is: [OH:39][CH:36]([CH2:37][OH:38])[CH2:35][NH:34][CH2:2][C:3]([N:5]1[CH2:11][CH2:10][C:9]2[CH:12]=[C:13]([CH3:33])[C:14]([C:16]3[N:20]=[C:19]([C:21]4[CH:22]=[CH:23][C:24]([O:29][CH:30]([CH3:32])[CH3:31])=[C:25]([CH:28]=4)[C:26]#[N:27])[O:18][N:17]=3)=[CH:15][C:8]=2[CH2:7][CH2:6]1)=[O:4]. (2) Given the reactants [Cl:1][C:2]1[CH:3]=[C:4]2[C:8](=[CH:9][CH:10]=1)[NH:7][C:6]([C:11]([OH:13])=O)=[CH:5]2.[NH2:14][CH2:15][C:16]1[CH:17]=[C:18]([CH:34]=[C:35]([F:37])[CH:36]=1)[O:19][C:20]1[CH:32]=[CH:31][C:23]([O:24][C:25]([CH3:30])([CH3:29])[C:26]([OH:28])=[O:27])=[C:22]([CH3:33])[CH:21]=1, predict the reaction product. The product is: [Cl:1][C:2]1[CH:3]=[C:4]2[C:8](=[CH:9][CH:10]=1)[NH:7][C:6]([C:11]([NH:14][CH2:15][C:16]1[CH:17]=[C:18]([CH:34]=[C:35]([F:37])[CH:36]=1)[O:19][C:20]1[CH:32]=[CH:31][C:23]([O:24][C:25]([CH3:30])([CH3:29])[C:26]([OH:28])=[O:27])=[C:22]([CH3:33])[CH:21]=1)=[O:13])=[CH:5]2. (3) Given the reactants [C:1]([C:4]1[N:9]=[C:8]([C:10]2[CH:15]=[CH:14][C:13](B(O)O)=[CH:12][CH:11]=2)[C:7]([CH3:19])=[N:6][C:5]=1[CH3:20])(=[O:3])[NH2:2].[Cl:21][C:22]1[C:23](OS(C(F)(F)F)(=O)=O)=[CH:24][C:25]([CH3:34])=[C:26]([CH2:28][C:29]([O:31][CH2:32][CH3:33])=[O:30])[CH:27]=1.C(=O)([O-])[O-].[Na+].[Na+].[Cl-].[Li+], predict the reaction product. The product is: [C:1]([C:4]1[N:9]=[C:8]([C:10]2[CH:15]=[CH:14][C:13]([C:23]3[CH:24]=[C:25]([CH3:34])[C:26]([CH2:28][C:29]([O:31][CH2:32][CH3:33])=[O:30])=[CH:27][C:22]=3[Cl:21])=[CH:12][CH:11]=2)[C:7]([CH3:19])=[N:6][C:5]=1[CH3:20])(=[O:3])[NH2:2]. (4) Given the reactants [Cl:1][C:2]1[N:10]=[CH:9][CH:8]=[CH:7][C:3]=1[C:4]([OH:6])=O.[NH:11]1[C:20]2[C:15](=[CH:16][CH:17]=[CH:18][CH:19]=2)[CH2:14][CH2:13][CH2:12]1.C(N(CC)CC)C.[I-].ClC1C=CC=C[N+]=1C.C([O-])(O)=O.[Na+], predict the reaction product. The product is: [Cl:1][C:2]1[C:3]([C:4]([N:11]2[C:20]3[C:15](=[CH:16][CH:17]=[CH:18][CH:19]=3)[CH2:14][CH2:13][CH2:12]2)=[O:6])=[CH:7][CH:8]=[CH:9][N:10]=1. (5) Given the reactants [Cl:1][C:2]1[CH:11]=[C:10]2[C:5]([C:6]([OH:19])=[C:7]([C:14]([O:16]CC)=O)[C:8](=[O:13])[N:9]2[CH3:12])=[CH:4][CH:3]=1.[C:20]([NH:33][NH2:34])(=[O:32])[CH2:21][CH2:22][CH2:23][CH2:24][CH2:25][CH2:26][CH2:27][CH2:28][CH2:29][CH2:30][CH3:31], predict the reaction product. The product is: [Cl:1][C:2]1[CH:11]=[C:10]2[C:5]([C:6]([OH:19])=[C:7]([C:14]([NH:34][NH:33][C:20](=[O:32])[CH2:21][CH2:22][CH2:23][CH2:24][CH2:25][CH2:26][CH2:27][CH2:28][CH2:29][CH2:30][CH3:31])=[O:16])[C:8](=[O:13])[N:9]2[CH3:12])=[CH:4][CH:3]=1. (6) Given the reactants Br[CH:2]1[CH2:11][CH2:10][C:9]2[C:8]([O:12][CH2:13][C:14]([O:16]CC)=[O:15])=[CH:7][CH:6]=[CH:5][C:4]=2[C:3]1=O.[C:20]1([CH:26]([C:31]2[CH:36]=[CH:35][CH:34]=[CH:33][CH:32]=2)[CH2:27][C:28]([NH2:30])=[S:29])[CH:25]=[CH:24][CH:23]=[CH:22][CH:21]=1, predict the reaction product. The product is: [C:20]1([CH:26]([C:31]2[CH:36]=[CH:35][CH:34]=[CH:33][CH:32]=2)[CH2:27][C:28]2[S:29][C:2]3[CH2:11][CH2:10][C:9]4[C:4](=[CH:5][CH:6]=[CH:7][C:8]=4[O:12][CH2:13][C:14]([OH:16])=[O:15])[C:3]=3[N:30]=2)[CH:21]=[CH:22][CH:23]=[CH:24][CH:25]=1.